The task is: Predict the reactants needed to synthesize the given product.. This data is from Full USPTO retrosynthesis dataset with 1.9M reactions from patents (1976-2016). (1) Given the product [Br:1][C:2]1[CH:10]=[C:9]2[C:5]([C:6](=[CH:22][C:21]3[NH:20][CH:19]=[C:18]4[C:17]=3[CH2:16][CH2:15][NH:14][C:13]4=[O:12])[C:7](=[O:11])[NH:8]2)=[CH:4][CH:3]=1, predict the reactants needed to synthesize it. The reactants are: [Br:1][C:2]1[CH:10]=[C:9]2[C:5]([CH2:6][C:7](=[O:11])[NH:8]2)=[CH:4][CH:3]=1.[O:12]=[C:13]1[C:18]2=[CH:19][NH:20][C:21]([CH:22]=O)=[C:17]2[CH2:16][CH2:15][NH:14]1.N1CCCCC1. (2) Given the product [CH2:1]([O:3][C:4](=[O:19])[C:5]1[CH:10]=[CH:9][C:8]([O:11][C:12]2[CH:17]=[CH:16][C:15]([C:22]3[CH:23]=[CH:24][S:20][CH:21]=3)=[CH:14][CH:13]=2)=[CH:7][CH:6]=1)[CH3:2], predict the reactants needed to synthesize it. The reactants are: [CH2:1]([O:3][C:4](=[O:19])[C:5]1[CH:10]=[CH:9][C:8]([O:11][C:12]2[CH:17]=[CH:16][C:15](I)=[CH:14][CH:13]=2)=[CH:7][CH:6]=1)[CH3:2].[S:20]1[CH:24]=[CH:23][C:22](B(O)O)=[CH:21]1.C([O-])([O-])=O.[K+].[K+]. (3) Given the product [F:13][C:2]([F:1])([F:12])[C:3]1[CH:11]=[C:10]2[C:6]([C:7]([CH2:15][C:16]([NH2:17])=[O:20])=[CH:8][NH:9]2)=[CH:5][CH:4]=1, predict the reactants needed to synthesize it. The reactants are: [F:1][C:2]([F:13])([F:12])[C:3]1[CH:11]=[C:10]2[C:6]([CH:7]=[CH:8][NH:9]2)=[CH:5][CH:4]=1.[Cl-].[CH3:15][CH:16]=[N+:17]=CC.[OH-:20].[Na+]. (4) Given the product [F:1][C:2]1[CH:3]=[C:4]([N:9]2[C:14](=[O:15])[C:13]([O:16][C:17]3[CH:22]=[CH:21][C:20]([F:23])=[CH:19][CH:18]=3)=[C:12]([C:24]3[CH:29]=[CH:28][C:27]([S:30]([NH2:34])(=[O:32])=[O:31])=[CH:26][CH:25]=3)[CH:11]=[N:10]2)[CH:5]=[CH:6][C:7]=1[F:8], predict the reactants needed to synthesize it. The reactants are: [F:1][C:2]1[CH:3]=[C:4]([N:9]2[C:14](=[O:15])[C:13]([O:16][C:17]3[CH:22]=[CH:21][C:20]([F:23])=[CH:19][CH:18]=3)=[C:12]([C:24]3[CH:29]=[CH:28][C:27]([S:30](C)(=[O:32])=[O:31])=[CH:26][CH:25]=3)[CH:11]=[N:10]2)[CH:5]=[CH:6][C:7]=1[F:8].[NH3:34]. (5) Given the product [Cl:20][C:15]1[CH:14]=[C:13]([C:6]2[CH:7]=[CH:8][C:3]([C:1]#[N:2])=[CH:4][CH:5]=2)[CH:18]=[CH:17][C:16]=1[OH:19], predict the reactants needed to synthesize it. The reactants are: [C:1]([C:3]1[CH:8]=[CH:7][C:6](B(O)O)=[CH:5][CH:4]=1)#[N:2].Br[C:13]1[CH:18]=[CH:17][C:16]([OH:19])=[C:15]([Cl:20])[CH:14]=1.